Dataset: Peptide-MHC class I binding affinity with 185,985 pairs from IEDB/IMGT. Task: Regression. Given a peptide amino acid sequence and an MHC pseudo amino acid sequence, predict their binding affinity value. This is MHC class I binding data. (1) The peptide sequence is ALMDLLMFS. The MHC is HLA-A02:06 with pseudo-sequence HLA-A02:06. The binding affinity (normalized) is 0.757. (2) The peptide sequence is ESAVLRGFL. The MHC is Mamu-A01 with pseudo-sequence Mamu-A01. The binding affinity (normalized) is 0.234. (3) The peptide sequence is SPRTLNAWV. The MHC is HLA-A26:01 with pseudo-sequence HLA-A26:01. The binding affinity (normalized) is 0. (4) The peptide sequence is AQFNASPVA. The MHC is HLA-A02:02 with pseudo-sequence HLA-A02:02. The binding affinity (normalized) is 0.372.